This data is from Forward reaction prediction with 1.9M reactions from USPTO patents (1976-2016). The task is: Predict the product of the given reaction. (1) Given the reactants [F:1][C:2]([F:41])([F:40])[C:3]1[CH:4]=[C:5]([C@H:13]2[O:17][C:16](=[O:18])[N:15]([CH2:19][C:20]3[CH:25]=[C:24](Br)[CH:23]=[CH:22][C:21]=3[C:27]3[CH:32]=[C:31]([CH:33]([CH3:35])[CH3:34])[C:30]([F:36])=[CH:29][C:28]=3[O:37][CH3:38])[C@H:14]2[CH3:39])[CH:6]=[C:7]([C:9]([F:12])([F:11])[F:10])[CH:8]=1.Cl[C:43]1[CH:48]=CC(C(C)C)=C[C:44]=1B(O)O.[OH-].[K+], predict the reaction product. The product is: [F:1][C:2]([F:41])([F:40])[C:3]1[CH:4]=[C:5]([C@H:13]2[O:17][C:16](=[O:18])[N:15]([CH2:19][C:20]3[CH:25]=[C:24]([C:43]([CH3:48])=[CH2:44])[CH:23]=[CH:22][C:21]=3[C:27]3[CH:32]=[C:31]([CH:33]([CH3:35])[CH3:34])[C:30]([F:36])=[CH:29][C:28]=3[O:37][CH3:38])[C@H:14]2[CH3:39])[CH:6]=[C:7]([C:9]([F:12])([F:11])[F:10])[CH:8]=1. (2) Given the reactants [Cl:1][S:2]([OH:5])(=O)=[O:3].[NH:6]1[C:14]2[C:9](=[CH:10][CH:11]=[CH:12][CH:13]=2)[CH2:8][C:7]1=[O:15], predict the reaction product. The product is: [Cl:1][S:2]([C:11]1[CH:10]=[C:9]2[C:14](=[CH:13][CH:12]=1)[NH:6][C:7](=[O:15])[CH2:8]2)(=[O:5])=[O:3]. (3) Given the reactants [NH2:1][C:2]1[CH:7]=[C:6]([Cl:8])[N:5]=[C:4](Cl)[C:3]=1[N+:10]([O-:12])=[O:11].[CH2:13]([Sn](CCCC)(CCCC)C#CC)[CH2:14][CH2:15]C, predict the reaction product. The product is: [Cl:8][C:6]1[N:5]=[C:4]([C:13]#[C:14][CH3:15])[C:3]([N+:10]([O-:12])=[O:11])=[C:2]([NH2:1])[CH:7]=1. (4) Given the reactants [I:1][C:2]1[CH:3]=[C:4]2[C:8](=[CH:9][CH:10]=1)[NH:7][CH:6]=[CH:5]2.[H-].[Na+].IC.[C:15](=O)=O, predict the reaction product. The product is: [CH3:15][N:7]1[C:8]2[C:4](=[CH:3][C:2]([I:1])=[CH:10][CH:9]=2)[CH:5]=[CH:6]1. (5) Given the reactants [CH:1]1([C:4]2[N:8]([CH2:9][C:10]3[C:15]([F:16])=[CH:14][C:13]([O:17][CH2:18][CH3:19])=[CH:12][C:11]=3[F:20])[N:7]=[C:6]([C:21]3[N:26]=[C:25]([NH2:27])[C:24]([NH2:28])=[C:23]([NH2:29])[N:22]=3)[C:5]=2[CH3:30])[CH2:3][CH2:2]1.C(N(CC)CC)C.[CH3:38][O:39][CH2:40][C:41](Cl)=[O:42], predict the reaction product. The product is: [NH2:29][C:23]1[C:24]([NH:28][C:41](=[O:42])[CH2:40][O:39][CH3:38])=[C:25]([NH2:27])[N:26]=[C:21]([C:6]2[C:5]([CH3:30])=[C:4]([CH:1]3[CH2:3][CH2:2]3)[N:8]([CH2:9][C:10]3[C:15]([F:16])=[CH:14][C:13]([O:17][CH2:18][CH3:19])=[CH:12][C:11]=3[F:20])[N:7]=2)[N:22]=1. (6) Given the reactants [Cl:1][C:2]1[CH:8]=[C:7]([O:9][C:10]2[C:19]3[C:14](=[CH:15][C:16]([O:22][CH3:23])=[C:17]([O:20][CH3:21])[CH:18]=3)[N:13]=[CH:12][N:11]=2)[CH:6]=[CH:5][C:3]=1[NH2:4].C(N(CC)CC)C.ClC(Cl)(O[C:35](=[O:41])OC(Cl)(Cl)Cl)Cl.[CH2:43]([N:45]([CH2:49][CH3:50])[CH2:46][CH2:47][NH2:48])[CH3:44], predict the reaction product. The product is: [Cl:1][C:2]1[CH:8]=[C:7]([O:9][C:10]2[C:19]3[C:14](=[CH:15][C:16]([O:22][CH3:23])=[C:17]([O:20][CH3:21])[CH:18]=3)[N:13]=[CH:12][N:11]=2)[CH:6]=[CH:5][C:3]=1[NH:4][C:35]([NH:48][CH2:47][CH2:46][N:45]([CH2:49][CH3:50])[CH2:43][CH3:44])=[O:41]. (7) Given the reactants [F:1][C:2]1[CH:3]=[CH:4][C:5]([NH2:8])=[N:6][CH:7]=1.[I:9]([O-])(=O)=O.[K+].[I-].[K+], predict the reaction product. The product is: [F:1][C:2]1[CH:3]=[C:4]([I:9])[C:5]([NH2:8])=[N:6][CH:7]=1. (8) Given the reactants [OH:1][CH2:2][CH2:3][CH2:4][C:5]1[CH:6]=[C:7]2[C:11](=[CH:12][CH:13]=1)[C:10](=[O:14])[O:9][CH2:8]2.Cl.[O-:16][Mn](=O)(=O)=O.[K+], predict the reaction product. The product is: [O:14]=[C:10]1[C:11]2[C:7](=[CH:6][C:5]([CH2:4][CH2:3][C:2]([OH:16])=[O:1])=[CH:13][CH:12]=2)[CH2:8][O:9]1.